From a dataset of Forward reaction prediction with 1.9M reactions from USPTO patents (1976-2016). Predict the product of the given reaction. (1) Given the reactants [Cl:1][C:2]1[C:3]([C:22]2[S:26][C:25]([C:27]3([O:31][CH2:32][O:33][CH3:34])[CH2:30][CH2:29][CH2:28]3)=[N:24][CH:23]=2)=[C:4]2[CH:10]=[C:9](I)[N:8]([S:12]([C:15]3[CH:21]=[CH:20][C:18]([CH3:19])=[CH:17][CH:16]=3)(=[O:14])=[O:13])[C:5]2=[N:6][CH:7]=1.C(=O)(O)[O-].[Na+].[CH3:40][N:41]1CCCC1=O, predict the reaction product. The product is: [Cl:1][C:2]1[C:3]([C:22]2[S:26][C:25]([C:27]3([O:31][CH2:32][O:33][CH3:34])[CH2:30][CH2:29][CH2:28]3)=[N:24][CH:23]=2)=[C:4]2[CH:10]=[C:9]([C:40]#[N:41])[N:8]([S:12]([C:15]3[CH:21]=[CH:20][C:18]([CH3:19])=[CH:17][CH:16]=3)(=[O:14])=[O:13])[C:5]2=[N:6][CH:7]=1. (2) Given the reactants Cl[C:2]1[C:7]([NH:8][C:9](=[O:15])OC(C)(C)C)=[CH:6][C:5]([Cl:16])=[CH:4][N:3]=1.[CH2:17]([O:24][C:25]1[CH:31]=[CH:30][C:28]([NH2:29])=[CH:27][CH:26]=1)[C:18]1[CH:23]=[CH:22][CH:21]=[CH:20][CH:19]=1.[CH3:32][C:33]1(C)C2C=CC=C(P(C3C=CC=CC=3)C3C=CC=CC=3)C=2OC2C1=CC=CC=2P(C1C=CC=CC=1)C1C=CC=CC=1.CC(C)([O-])C.[Na+].[H-].[Na+].C(I)C.[Cl-].[Cl-].[Ca+2], predict the reaction product. The product is: [CH2:17]([O:24][C:25]1[CH:26]=[CH:27][C:28]([N:29]2[C:2]3=[N:3][CH:4]=[C:5]([Cl:16])[CH:6]=[C:7]3[N:8]([CH2:32][CH3:33])[C:9]2=[O:15])=[CH:30][CH:31]=1)[C:18]1[CH:19]=[CH:20][CH:21]=[CH:22][CH:23]=1. (3) Given the reactants C[O-].[Na+].[CH2:4]([CH:6]([CH2:10][CH3:11])[C:7](=O)[CH3:8])[CH3:5].[CH:12](OCC)=O.O.[NH2:18][NH2:19], predict the reaction product. The product is: [CH2:4]([CH:6]([C:10]1[CH:11]=[CH:12][NH:19][N:18]=1)[CH2:7][CH3:8])[CH3:5]. (4) Given the reactants [C:1]([C:3]1[CH:4]=[CH:5][C:6]([F:12])=[C:7](B(O)O)[CH:8]=1)#[N:2].[O-]P([O-])([O-])=O.[K+].[K+].[K+].Br[C:22]1[C:23]([N:42]2[CH2:46][CH2:45][C@@H:44]([OH:47])[CH2:43]2)=[N:24][CH:25]=[C:26]([CH:41]=1)[C:27]([NH:29][C:30]1[CH:35]=[CH:34][C:33]([O:36][C:37]([Cl:40])([F:39])[F:38])=[CH:32][CH:31]=1)=[O:28], predict the reaction product. The product is: [Cl:40][C:37]([F:38])([F:39])[O:36][C:33]1[CH:34]=[CH:35][C:30]([NH:29][C:27](=[O:28])[C:26]2[CH:41]=[C:22]([C:7]3[CH:8]=[C:3]([C:1]#[N:2])[CH:4]=[CH:5][C:6]=3[F:12])[C:23]([N:42]3[CH2:46][CH2:45][C@@H:44]([OH:47])[CH2:43]3)=[N:24][CH:25]=2)=[CH:31][CH:32]=1. (5) Given the reactants [NH2:1][CH:2]1[CH2:7][CH2:6][N:5]([CH2:8][C@@:9]2([OH:24])[C:13]3=[C:14]([F:23])[CH:15]=[N:16][C:17]4[CH:18]=[C:19]([F:22])[C:20](=[O:21])[N:11]([C:12]=43)[CH2:10]2)[CH2:4][CH2:3]1.[NH2:25][CH:26]1[CH2:31][CH2:30][N:29]([CH2:32][C@:33]2([OH:47])[C:37]3=[C:38]([F:46])[CH:39]=[N:40][C:41]4[CH:42]=[CH:43][C:44](=[O:45])[N:35]([C:36]=43)[CH2:34]2)[CH2:28][CH2:27]1, predict the reaction product. The product is: [CH:2]([NH2:1])([CH3:7])[CH3:3].[NH2:1][CH:2]1[CH2:3][CH2:4][N:5]([CH2:8][C@@:9]2([OH:24])[C:13]3=[C:14]([F:23])[CH:15]=[N:16][C:17]4[CH:18]=[C:19]([F:22])[C:20](=[O:21])[N:11]([C:12]=43)[CH2:10]2)[CH2:6][CH2:7]1.[NH2:25][CH:26]1[CH2:27][CH2:28][N:29]([CH2:32][C@:33]2([OH:47])[C:37]3=[C:38]([F:46])[CH:39]=[N:40][C:41]4[CH:42]=[CH:43][C:44](=[O:45])[N:35]([C:36]=43)[CH2:34]2)[CH2:30][CH2:31]1.